From a dataset of NCI-60 drug combinations with 297,098 pairs across 59 cell lines. Regression. Given two drug SMILES strings and cell line genomic features, predict the synergy score measuring deviation from expected non-interaction effect. (1) Drug 1: COC1=NC(=NC2=C1N=CN2C3C(C(C(O3)CO)O)O)N. Drug 2: C(CCl)NC(=O)N(CCCl)N=O. Cell line: OVCAR-5. Synergy scores: CSS=-3.43, Synergy_ZIP=3.40, Synergy_Bliss=2.81, Synergy_Loewe=-2.93, Synergy_HSA=-2.44. (2) Drug 1: CS(=O)(=O)C1=CC(=C(C=C1)C(=O)NC2=CC(=C(C=C2)Cl)C3=CC=CC=N3)Cl. Drug 2: C1=CN(C=N1)CC(O)(P(=O)(O)O)P(=O)(O)O. Cell line: SNB-19. Synergy scores: CSS=1.64, Synergy_ZIP=0.914, Synergy_Bliss=4.44, Synergy_Loewe=1.10, Synergy_HSA=2.42. (3) Drug 1: CC1C(C(=O)NC(C(=O)N2CCCC2C(=O)N(CC(=O)N(C(C(=O)O1)C(C)C)C)C)C(C)C)NC(=O)C3=C4C(=C(C=C3)C)OC5=C(C(=O)C(=C(C5=N4)C(=O)NC6C(OC(=O)C(N(C(=O)CN(C(=O)C7CCCN7C(=O)C(NC6=O)C(C)C)C)C)C(C)C)C)N)C. Drug 2: CC12CCC3C(C1CCC2OP(=O)(O)O)CCC4=C3C=CC(=C4)OC(=O)N(CCCl)CCCl.[Na+]. Cell line: SN12C. Synergy scores: CSS=45.4, Synergy_ZIP=17.0, Synergy_Bliss=21.1, Synergy_Loewe=11.1, Synergy_HSA=19.9. (4) Drug 1: CCCCC(=O)OCC(=O)C1(CC(C2=C(C1)C(=C3C(=C2O)C(=O)C4=C(C3=O)C=CC=C4OC)O)OC5CC(C(C(O5)C)O)NC(=O)C(F)(F)F)O. Drug 2: CN1C2=C(C=C(C=C2)N(CCCl)CCCl)N=C1CCCC(=O)O.Cl. Cell line: COLO 205. Synergy scores: CSS=11.3, Synergy_ZIP=3.43, Synergy_Bliss=2.32, Synergy_Loewe=0.896, Synergy_HSA=1.46. (5) Drug 1: CC1=C(C=C(C=C1)NC(=O)C2=CC=C(C=C2)CN3CCN(CC3)C)NC4=NC=CC(=N4)C5=CN=CC=C5. Drug 2: CN1C2=C(C=C(C=C2)N(CCCl)CCCl)N=C1CCCC(=O)O.Cl. Cell line: MDA-MB-231. Synergy scores: CSS=-2.60, Synergy_ZIP=0.827, Synergy_Bliss=-1.50, Synergy_Loewe=-4.86, Synergy_HSA=-4.13.